Regression. Given a peptide amino acid sequence and an MHC pseudo amino acid sequence, predict their binding affinity value. This is MHC class I binding data. From a dataset of Peptide-MHC class I binding affinity with 185,985 pairs from IEDB/IMGT. (1) The peptide sequence is YWMGGTTYF. The MHC is HLA-C14:02 with pseudo-sequence HLA-C14:02. The binding affinity (normalized) is 1.00. (2) The peptide sequence is HDSPDAELI. The MHC is Patr-B2401 with pseudo-sequence Patr-B2401. The binding affinity (normalized) is 0.847. (3) The peptide sequence is FSYRMGDV. The MHC is H-2-Kb with pseudo-sequence H-2-Kb. The binding affinity (normalized) is 0.695. (4) The peptide sequence is GVPKTHLEL. The MHC is HLA-A68:23 with pseudo-sequence HLA-A68:23. The binding affinity (normalized) is 0.706.